From a dataset of Forward reaction prediction with 1.9M reactions from USPTO patents (1976-2016). Predict the product of the given reaction. (1) Given the reactants [CH2:1]([O:3][C:4]([C:6]1[C:7]([CH3:18])=[C:8]2[C:13](Cl)=[C:12]([C:15]#[N:16])[CH:11]=[N:10][N:9]2[CH:17]=1)=[O:5])[CH3:2].C([O-])([O-])=O.[K+].[K+].[O:25]([C:32]1[CH:38]=[CH:37][C:35]([NH2:36])=[CH:34][CH:33]=1)[C:26]1[CH:31]=[CH:30][CH:29]=[CH:28][CH:27]=1, predict the reaction product. The product is: [CH2:1]([O:3][C:4]([C:6]1[C:7]([CH3:18])=[C:8]2[C:13]([NH:36][C:35]3[CH:34]=[CH:33][C:32]([O:25][C:26]4[CH:31]=[CH:30][CH:29]=[CH:28][CH:27]=4)=[CH:38][CH:37]=3)=[C:12]([C:15]#[N:16])[CH:11]=[N:10][N:9]2[CH:17]=1)=[O:5])[CH3:2]. (2) The product is: [C:1]([N:4]1[CH2:9][CH2:8][N:7]([C:10]2[CH:11]=[CH:12][C:13]([NH:16][C:17](=[O:26])[CH2:18][C:19]3[CH:24]=[CH:23][C:22]([B:30]4[O:31][C:32]([CH3:34])([CH3:33])[C:28]([CH3:44])([CH3:27])[O:29]4)=[CH:21][CH:20]=3)=[N:14][CH:15]=2)[CH2:6][CH2:5]1)(=[O:3])[CH3:2]. Given the reactants [C:1]([N:4]1[CH2:9][CH2:8][N:7]([C:10]2[CH:11]=[CH:12][C:13]([NH:16][C:17](=[O:26])[CH2:18][C:19]3[CH:24]=[CH:23][C:22](I)=[CH:21][CH:20]=3)=[N:14][CH:15]=2)[CH2:6][CH2:5]1)(=[O:3])[CH3:2].[CH3:27][C:28]1([CH3:44])[C:32]([CH3:34])([CH3:33])[O:31][B:30]([B:30]2[O:31][C:32]([CH3:34])([CH3:33])[C:28]([CH3:44])([CH3:27])[O:29]2)[O:29]1.CC([O-])=O.[K+].C(Cl)Cl, predict the reaction product. (3) The product is: [CH2:34]([O:19][C:18](=[O:20])[CH2:17][CH2:16][CH2:15][CH2:14][CH2:13][CH2:12][CH2:11][CH2:10][CH2:9][CH2:8][CH2:7][CH2:6][CH2:5][CH2:4][CH2:3][CH2:2][C:1]([OH:22])=[O:21])[C:24]1[CH:29]=[CH:28][CH:27]=[CH:26][CH:25]=1. Given the reactants [C:1]([OH:22])(=[O:21])[CH2:2][CH2:3][CH2:4][CH2:5][CH2:6][CH2:7][CH2:8][CH2:9][CH2:10][CH2:11][CH2:12][CH2:13][CH2:14][CH2:15][CH2:16][CH2:17][C:18]([OH:20])=[O:19].O.[C:24]1([CH3:34])[CH:29]=[CH:28][C:27](S(O)(=O)=O)=[CH:26][CH:25]=1.C(O)C1C=CC=CC=1, predict the reaction product. (4) Given the reactants [C:1]([O:5][C:6]([NH:8][C@@H:9]([CH2:21][O:22][S:23]([CH3:26])(=[O:25])=[O:24])[CH2:10][C:11]([O:13][CH2:14][C:15]1[CH:20]=[CH:19][CH:18]=[CH:17][CH:16]=1)=[O:12])=[O:7])([CH3:4])([CH3:3])[CH3:2].[N:27]([CH3:30])([CH3:29])[CH3:28], predict the reaction product. The product is: [CH3:26][S:23]([O-:25])(=[O:24])=[O:22].[CH2:14]([O:13][C:11](=[O:12])[CH2:10][C@@H:9]([NH:8][C:6]([O:5][C:1]([CH3:4])([CH3:3])[CH3:2])=[O:7])[CH2:21][N+:27]([CH3:30])([CH3:29])[CH3:28])[C:15]1[CH:20]=[CH:19][CH:18]=[CH:17][CH:16]=1. (5) Given the reactants Cl[C:2]1[C:11]2[C:6](=[CH:7][CH:8]=[C:9]([C:12]([F:15])([F:14])[F:13])[CH:10]=2)[O:5][C:4](=[O:16])[CH:3]=1.[NH2:17][CH:18]1[CH2:23][CH2:22][N:21](C(OC(C)(C)C)=O)[CH2:20][CH2:19]1.ClC1C2C(=CC(Cl)=C(Cl)C=2)OC(=O)C=1.O1C2C=CC(N3CCC(N)CC3)=CC=2OC1, predict the reaction product. The product is: [NH:21]1[CH2:22][CH2:23][CH:18]([NH:17][C:2]2[C:11]3[C:6](=[CH:7][CH:8]=[C:9]([C:12]([F:15])([F:14])[F:13])[CH:10]=3)[O:5][C:4](=[O:16])[CH:3]=2)[CH2:19][CH2:20]1. (6) Given the reactants [NH2:1][C:2]1[CH:3]=[CH:4][C:5]2[O:9][C:8]([C:10]([O:12][CH3:13])=[O:11])=[CH:7][C:6]=2[CH:14]=1.Cl[C:16]1[N:21]=[C:20]([NH:22][C:23]2[CH:28]=[CH:27][C:26]([Cl:29])=[CH:25][CH:24]=2)[C:19]([F:30])=[CH:18][N:17]=1, predict the reaction product. The product is: [Cl:29][C:26]1[CH:25]=[CH:24][C:23]([NH:22][C:20]2[C:19]([F:30])=[CH:18][N:17]=[C:16]([NH:1][C:2]3[CH:3]=[CH:4][C:5]4[O:9][C:8]([C:10]([O:12][CH3:13])=[O:11])=[CH:7][C:6]=4[CH:14]=3)[N:21]=2)=[CH:28][CH:27]=1. (7) Given the reactants [CH2:1]([C:7]1[N:8]([CH2:20][CH2:21][CH2:22][CH2:23][NH2:24])[C:9]2[C:18]3[CH:17]=[CH:16][CH:15]=[CH:14][C:13]=3[N:12]=[CH:11][C:10]=2[N:19]=1)[CH2:2][CH2:3][CH2:4][CH2:5][CH3:6].[C:25]1([N:31]=[C:32]=[O:33])[CH:30]=[CH:29][CH:28]=[CH:27][CH:26]=1, predict the reaction product. The product is: [CH2:1]([C:7]1[N:8]([CH2:20][CH2:21][CH2:22][CH2:23][NH:24][C:32]([NH:31][C:25]2[CH:30]=[CH:29][CH:28]=[CH:27][CH:26]=2)=[O:33])[C:9]2[C:18]3[CH:17]=[CH:16][CH:15]=[CH:14][C:13]=3[N:12]=[CH:11][C:10]=2[N:19]=1)[CH2:2][CH2:3][CH2:4][CH2:5][CH3:6].